This data is from Full USPTO retrosynthesis dataset with 1.9M reactions from patents (1976-2016). The task is: Predict the reactants needed to synthesize the given product. (1) Given the product [C:1]([O:4][C@H:5]([CH3:20])[CH2:6][CH2:7][CH2:8][CH2:9][N:10]1[C:15](=[O:16])[C:14]2[C:22]([CH3:21])=[CH:23][C:24]([CH3:25])=[N:17][C:13]=2[N:12]([CH3:18])[C:11]1=[O:19])(=[O:3])[CH3:2], predict the reactants needed to synthesize it. The reactants are: [C:1]([O:4][C@H:5]([CH3:20])[CH2:6][CH2:7][CH2:8][CH2:9][N:10]1[C:15](=[O:16])[CH:14]=[C:13]([NH2:17])[N:12]([CH3:18])[C:11]1=[O:19])(=[O:3])[CH3:2].[CH3:21][C:22](=O)[CH2:23][C:24](=O)[CH3:25]. (2) Given the product [F:33][C:2]([F:1])([F:32])[C:49]([OH:51])=[O:50].[O:29]1[CH2:30][CH:31]=[C:26]([C:15]2[CH:14]=[CH:13][C:12]3[O:11][C:10]4[C:19](=[CH:20][C:7]([C:40]5[C:35]([F:34])=[N:36][CH:37]=[CH:38][CH:39]=5)=[CH:8][CH:9]=4)[C@@:18]4([CH2:24][O:23][C:22]([NH2:25])=[N:21]4)[C:17]=3[CH:16]=2)[CH2:27][CH2:28]1, predict the reactants needed to synthesize it. The reactants are: [F:1][C:2]([F:33])([F:32])S(O[C:7]1[CH:20]=[C:19]2[C:10]([O:11][C:12]3[CH:13]=[CH:14][C:15]([C:26]4[CH2:27][CH2:28][O:29][CH2:30][CH:31]=4)=[CH:16][C:17]=3[C@@:18]32[CH2:24][O:23][C:22]([NH2:25])=[N:21]3)=[CH:9][CH:8]=1)(=O)=O.[F:34][C:35]1[C:40](B(O)O)=[CH:39][CH:38]=[CH:37][N:36]=1.CN(C=O)C.[C:49](=O)([O-:51])[O-:50].[Na+].[Na+].